The task is: Predict the reactants needed to synthesize the given product.. This data is from Full USPTO retrosynthesis dataset with 1.9M reactions from patents (1976-2016). (1) Given the product [N+:8]([C:5]1[CH:6]=[CH:7][C:2]([S:1][CH2:19][C:20]2[N:24]([CH2:25][CH2:26][CH3:27])[CH:23]=[N:22][CH:21]=2)=[N:3][CH:4]=1)([O-:10])=[O:9], predict the reactants needed to synthesize it. The reactants are: [SH:1][C:2]1[CH:7]=[CH:6][C:5]([N+:8]([O-:10])=[O:9])=[CH:4][N:3]=1.C(=O)([O-])[O-].[K+].[K+].Cl.Cl[CH2:19][C:20]1[N:24]([CH2:25][CH2:26][CH3:27])[CH:23]=[N:22][CH:21]=1.O. (2) Given the product [Cl:1][C:2]1[CH:3]=[C:4]([C:8]2[S:9][C:10]([CH3:23])=[C:11]([CH3:22])[C:12]=2[C:13]([C:15]2[CH:16]=[N:17][CH:18]=[CH:19][CH:20]=2)=[O:14])[CH:5]=[CH:6][CH:7]=1, predict the reactants needed to synthesize it. The reactants are: [Cl:1][C:2]1[CH:3]=[C:4]([C:8]2[S:9][CH:10]([CH3:23])[C:11]([CH3:22])(O)[C:12]=2[C:13]([C:15]2[CH:16]=[N:17][CH:18]=[CH:19][CH:20]=2)=[O:14])[CH:5]=[CH:6][CH:7]=1.C(OC(=O)C)(=O)C. (3) The reactants are: [C:1]([CH2:3][NH:4][C:5]([C@@H:7]([NH:12][C:13]1[CH:18]=[CH:17][C:16]([C:19]2[CH:24]=[CH:23][C:22]([N:25]3[CH2:30][CH2:29][N:28](C(OC(C)(C)C)=O)[CH2:27][CH2:26]3)=[CH:21][CH:20]=2)=[CH:15][CH:14]=1)[CH2:8][CH:9]([CH3:11])[CH3:10])=[O:6])#[N:2].CS(O)(=O)=O.C([O-])(O)=O.[Na+]. Given the product [C:1]([CH2:3][NH:4][C:5](=[O:6])[C@@H:7]([NH:12][C:13]1[CH:18]=[CH:17][C:16]([C:19]2[CH:24]=[CH:23][C:22]([N:25]3[CH2:26][CH2:27][NH:28][CH2:29][CH2:30]3)=[CH:21][CH:20]=2)=[CH:15][CH:14]=1)[CH2:8][CH:9]([CH3:11])[CH3:10])#[N:2], predict the reactants needed to synthesize it. (4) Given the product [Br:1][C:2]1[CH:10]=[CH:9][C:8]([CH3:11])=[CH:7][C:3]=1[C:4]([O:6][CH3:12])=[O:5], predict the reactants needed to synthesize it. The reactants are: [Br:1][C:2]1[CH:10]=[CH:9][C:8]([CH3:11])=[CH:7][C:3]=1[C:4]([OH:6])=[O:5].[C:12](Cl)(=O)C(Cl)=O.CO.C([O-])([O-])=O.[Na+].[Na+]. (5) Given the product [Br:33][C:5]1[CH:6]=[C:7]2[C:12](=[CH:13][C:4]=1[O:3][CH:2]([F:1])[F:32])[N:11]([C:14]1[C:18]3[CH2:19][N:20]([C:23](=[O:25])[CH3:24])[CH2:21][CH2:22][C:17]=3[N:16]([CH:26]3[CH2:31][CH2:30][O:29][CH2:28][CH2:27]3)[N:15]=1)[CH2:10][CH2:9][CH2:8]2, predict the reactants needed to synthesize it. The reactants are: [F:1][CH:2]([F:32])[O:3][C:4]1[CH:13]=[C:12]2[C:7]([CH2:8][CH2:9][CH2:10][N:11]2[C:14]2[C:18]3[CH2:19][N:20]([C:23](=[O:25])[CH3:24])[CH2:21][CH2:22][C:17]=3[N:16]([CH:26]3[CH2:31][CH2:30][O:29][CH2:28][CH2:27]3)[N:15]=2)=[CH:6][CH:5]=1.[Br:33]N1C(=O)CCC1=O.O. (6) Given the product [CH:14]1([N:18]2[CH2:23][CH2:22][CH:21]([O:24][C:25]3[CH:32]=[CH:31][C:28]([C:29]4[N:13]([CH3:12])[C:8](=[O:10])[C:7]5[CH:6]=[N:5][CH:4]=[C:3]([CH3:11])[C:2]=5[N:1]=4)=[CH:27][CH:26]=3)[CH2:20][CH2:19]2)[CH2:17][CH2:16][CH2:15]1, predict the reactants needed to synthesize it. The reactants are: [NH2:1][C:2]1[C:7]([C:8]([OH:10])=O)=[CH:6][N:5]=[CH:4][C:3]=1[CH3:11].[CH3:12][NH2:13].[CH:14]1([N:18]2[CH2:23][CH2:22][CH:21]([O:24][C:25]3[CH:32]=[CH:31][C:28]([CH:29]=O)=[C:27](OC)[CH:26]=3)[CH2:20][CH2:19]2)[CH2:17][CH2:16][CH2:15]1. (7) The reactants are: [NH:1]1[CH2:6][CH2:5][NH:4][CH2:3][CH2:2]1.C(=O)([O-])[O-].[K+].[K+].Br[CH2:14][C:15]#[N:16].[C:17](#[N:19])[CH3:18]. Given the product [N:1]1([CH2:18][C:17]#[N:19])[CH2:6][CH2:5][N:4]([CH2:14][C:15]#[N:16])[CH2:3][CH2:2]1, predict the reactants needed to synthesize it. (8) Given the product [Cl:12][C:4]1[CH:3]=[C:2]([N:16]2[CH2:17][CH2:18][CH:14]([OH:13])[CH2:15]2)[CH:7]=[C:6]([C:8]([F:11])([F:10])[F:9])[CH:5]=1, predict the reactants needed to synthesize it. The reactants are: Br[C:2]1[CH:7]=[C:6]([C:8]([F:11])([F:10])[F:9])[CH:5]=[C:4]([Cl:12])[CH:3]=1.[OH:13][CH:14]1[CH2:18][CH2:17][NH:16][CH2:15]1.C1(P(C2C=CC=CC=2)C2C=CC3C(=CC=CC=3)C=2C2C3C(=CC=CC=3)C=CC=2P(C2C=CC=CC=2)C2C=CC=CC=2)C=CC=CC=1.C(=O)([O-])[O-].[Cs+].[Cs+]. (9) Given the product [N:21]1([CH2:1][C:3]2[CH:4]=[C:5]3[C:10](=[CH:11][CH:12]=2)[C@H:9]([NH:13][C:14](=[O:20])[O:15][C:16]([CH3:19])([CH3:18])[CH3:17])[CH2:8][CH2:7][CH2:6]3)[CH2:26][CH2:25][CH2:24][CH2:23][CH2:22]1, predict the reactants needed to synthesize it. The reactants are: [CH:1]([C:3]1[CH:4]=[C:5]2[C:10](=[CH:11][CH:12]=1)[C@H:9]([NH:13][C:14](=[O:20])[O:15][C:16]([CH3:19])([CH3:18])[CH3:17])[CH2:8][CH2:7][CH2:6]2)=O.[NH:21]1[CH2:26][CH2:25][CH2:24][CH2:23][CH2:22]1.C(O[BH-](OC(=O)C)OC(=O)C)(=O)C.[Na+]. (10) Given the product [ClH:1].[NH2:45][CH2:44][C@H:41]1[CH2:40][CH2:39][C@H:38]([C:36]([NH:35][C@H:21]([C:22]([NH:24][C:25]2[CH:33]=[C:32]3[C:28]([CH:29]=[N:30][NH:31]3)=[C:27]([F:34])[CH:26]=2)=[O:23])[CH2:20][C:17]2[CH:16]=[CH:15][C:14]([C:3]3[CH:4]=[CH:5][C:6]([C:8]([NH:9][CH:10]([CH3:12])[CH3:11])=[O:13])=[CH:7][C:2]=3[Cl:1])=[CH:19][CH:18]=2)=[O:37])[CH2:43][CH2:42]1, predict the reactants needed to synthesize it. The reactants are: [Cl:1][C:2]1[CH:7]=[C:6]([C:8](=[O:13])[NH:9][CH:10]([CH3:12])[CH3:11])[CH:5]=[CH:4][C:3]=1[C:14]1[CH:19]=[CH:18][C:17]([CH2:20][C@H:21]([NH:35][C:36]([C@H:38]2[CH2:43][CH2:42][C@H:41]([CH2:44][NH:45]C(=O)OC(C)(C)C)[CH2:40][CH2:39]2)=[O:37])[C:22]([NH:24][C:25]2[CH:33]=[C:32]3[C:28]([CH:29]=[N:30][NH:31]3)=[C:27]([F:34])[CH:26]=2)=[O:23])=[CH:16][CH:15]=1.Cl.